From a dataset of NCI-60 drug combinations with 297,098 pairs across 59 cell lines. Regression. Given two drug SMILES strings and cell line genomic features, predict the synergy score measuring deviation from expected non-interaction effect. (1) Drug 1: CS(=O)(=O)C1=CC(=C(C=C1)C(=O)NC2=CC(=C(C=C2)Cl)C3=CC=CC=N3)Cl. Drug 2: CN1CCC(CC1)COC2=C(C=C3C(=C2)N=CN=C3NC4=C(C=C(C=C4)Br)F)OC. Cell line: PC-3. Synergy scores: CSS=5.99, Synergy_ZIP=-3.09, Synergy_Bliss=-0.715, Synergy_Loewe=-8.00, Synergy_HSA=-1.43. (2) Drug 1: CC1=C(C(CCC1)(C)C)C=CC(=CC=CC(=CC(=O)O)C)C. Drug 2: CC1CCCC2(C(O2)CC(NC(=O)CC(C(C(=O)C(C1O)C)(C)C)O)C(=CC3=CSC(=N3)C)C)C. Cell line: SF-539. Synergy scores: CSS=72.2, Synergy_ZIP=3.31, Synergy_Bliss=5.43, Synergy_Loewe=5.75, Synergy_HSA=7.88. (3) Drug 1: C1CN1C2=NC(=NC(=N2)N3CC3)N4CC4. Drug 2: CC1=CC2C(CCC3(C2CCC3(C(=O)C)OC(=O)C)C)C4(C1=CC(=O)CC4)C. Cell line: MALME-3M. Synergy scores: CSS=21.8, Synergy_ZIP=-1.95, Synergy_Bliss=1.22, Synergy_Loewe=-0.811, Synergy_HSA=2.51.